This data is from Reaction yield outcomes from USPTO patents with 853,638 reactions. The task is: Predict the reaction yield, written as a fraction of the theoretical maximum amount of product (1.0 means a 100% yield; for example, 0.34 means a 34% yield). (1) The reactants are [NH2:1][C:2]1[N:3]=[CH:4][C:5]2[CH2:11][N:10]([C:12]3[CH:20]=[CH:19][C:15]([C:16]([OH:18])=O)=[CH:14][CH:13]=3)[CH2:9][CH2:8][C:6]=2[N:7]=1.C(N(CC)C(C)C)(C)C.CN(C(ON1N=NC2C=CC=CC1=2)=[N+](C)C)C.F[P-](F)(F)(F)(F)F.[NH2:54][C:55]1[CH:60]=[CH:59][CH:58]=[C:57]([CH3:61])[CH:56]=1. The catalyst is CN(C=O)C. The product is [NH2:1][C:2]1[N:3]=[CH:4][C:5]2[CH2:11][N:10]([C:12]3[CH:20]=[CH:19][C:15]([C:16]([NH:54][C:55]4[CH:56]=[C:57]([CH3:61])[CH:58]=[CH:59][CH:60]=4)=[O:18])=[CH:14][CH:13]=3)[CH2:9][CH2:8][C:6]=2[N:7]=1. The yield is 0.510. (2) The reactants are [CH3:1]C([O-])(C)C.[Na+].[CH:7]1[CH:8]=[C:9]2[C:17](=[O:18])[N:16]([CH:19]3[C:25](=[O:26])[NH:24][C:22](=[O:23])[CH2:21][CH2:20]3)[C:14](=[O:15])[C:10]2=[C:11]([NH2:13])[CH:12]=1.CI.C(O)(=O)C. The catalyst is CS(C)=O. The product is [NH2:13][C:11]1[CH:12]=[CH:7][CH:8]=[C:9]2[C:10]=1[C:14](=[O:15])[N:16]([CH:19]1[CH2:20][CH2:21][C:22](=[O:23])[N:24]([CH3:1])[C:25]1=[O:26])[C:17]2=[O:18]. The yield is 0.190.